Dataset: Forward reaction prediction with 1.9M reactions from USPTO patents (1976-2016). Task: Predict the product of the given reaction. Given the reactants [H-].[Na+].[CH3:3][C:4]([CH3:23])([CH3:22])[CH2:5][N:6]1[C:10]([C:11]2[CH:16]=[CH:15][N:14]=[CH:13][CH:12]=2)=[C:9]([C:17]([O:19]CC)=O)[CH:8]=[N:7]1.O[N:25]=[C:26]([C:28]1[CH:33]=[CH:32][C:31]([CH2:34][OH:35])=[CH:30][CH:29]=1)[NH2:27].O, predict the reaction product. The product is: [CH2:5]([N:6]1[C:10]([C:11]2[CH:12]=[CH:13][N:14]=[CH:15][CH:16]=2)=[C:9]([C:17]2[O:19][N:27]=[C:26]([C:28]3[CH:33]=[CH:32][C:31]([CH2:34][OH:35])=[CH:30][CH:29]=3)[N:25]=2)[CH:8]=[N:7]1)[C:4]([CH3:3])([CH3:22])[CH3:23].